The task is: Predict the product of the given reaction.. This data is from Forward reaction prediction with 1.9M reactions from USPTO patents (1976-2016). (1) Given the reactants [C:1]([N:4]1[CH2:9][CH2:8][CH:7]([C:10]([OH:12])=[O:11])[CH2:6][CH2:5]1)(=[O:3])[CH3:2].[CH3:13][Si](C=[N+]=[N-])(C)C, predict the reaction product. The product is: [C:1]([N:4]1[CH2:9][CH2:8][CH:7]([C:10]([O:12][CH3:13])=[O:11])[CH2:6][CH2:5]1)(=[O:3])[CH3:2]. (2) Given the reactants [Cl:1][C:2]1[CH:3]=[N:4][C:5]2[N:6]([N:8]=[C:9]([C:11]([OH:13])=O)[CH:10]=2)[CH:7]=1.[CH3:14][C:15]1[N:19]2[CH2:20][CH2:21][NH:22][CH2:23][C:18]2=[N:17][CH:16]=1, predict the reaction product. The product is: [Cl:1][C:2]1[CH:3]=[N:4][C:5]2[N:6]([N:8]=[C:9]([C:11]([N:22]3[CH2:21][CH2:20][N:19]4[C:15]([CH3:14])=[CH:16][N:17]=[C:18]4[CH2:23]3)=[O:13])[CH:10]=2)[CH:7]=1.